This data is from Catalyst prediction with 721,799 reactions and 888 catalyst types from USPTO. The task is: Predict which catalyst facilitates the given reaction. (1) Reactant: [C@@H:1]1([NH:10][C:11]2[N:16]=[CH:15][N:14]=[C:13]([NH:17][C@H:18]3[C@@H:22]4[O:23][C:24]([CH3:27])([CH3:26])[O:25][C@@H:21]4[C@@H:20]([CH2:28][OH:29])[CH2:19]3)[CH:12]=2)[C:9]2[C:4](=[CH:5][CH:6]=[CH:7][CH:8]=2)[CH2:3][CH2:2]1.CCN(CC)CC.Cl[S:38]([NH2:41])(=[O:40])=[O:39].C(#N)C. Product: [S:38](=[O:40])(=[O:39])([O:29][CH2:28][C@@H:20]1[C@@H:21]2[C@@H:22]([O:23][C:24]([CH3:26])([CH3:27])[O:25]2)[C@H:18]([NH:17][C:13]2[CH:12]=[C:11]([NH:10][C@@H:1]3[C:9]4[C:4](=[CH:5][CH:6]=[CH:7][CH:8]=4)[CH2:3][CH2:2]3)[N:16]=[CH:15][N:14]=2)[CH2:19]1)[NH2:41]. The catalyst class is: 2. (2) Product: [CH2:1]([C:3]1[CH:4]=[C:5]2[C:10](=[CH:11][C:12]=1[O:13][C:30]1[CH:35]=[CH:34][N:33]=[C:32]([S:36][CH3:37])[N:31]=1)[O:9][CH:8]([C:14]([F:15])([F:16])[F:17])[C:7]([C:18]([O:20][CH2:21][CH3:22])=[O:19])=[CH:6]2)[CH3:2]. The catalyst class is: 170. Reactant: [CH2:1]([C:3]1[CH:4]=[C:5]2[C:10](=[CH:11][C:12]=1[OH:13])[O:9][CH:8]([C:14]([F:17])([F:16])[F:15])[C:7]([C:18]([O:20][CH2:21][CH3:22])=[O:19])=[CH:6]2)[CH3:2].C(=O)([O-])[O-].[K+].[K+].Cl[C:30]1[CH:35]=[CH:34][N:33]=[C:32]([S:36][CH3:37])[N:31]=1. (3) Reactant: [C:1]([O:5][C:6]([C:8]1[N:9]2[CH:12]([S:13][CH2:14][C:15]=1Cl)[C@H:11]([NH:17][C:18](=[O:51])[C:19]([C:25]1[N:26]=[C:27]([NH:31][C:32]([C:45]3[CH:50]=[CH:49][CH:48]=[CH:47][CH:46]=3)([C:39]3[CH:44]=[CH:43][CH:42]=[CH:41][CH:40]=3)[C:33]3[CH:38]=[CH:37][CH:36]=[CH:35][CH:34]=3)[S:28][C:29]=1[Cl:30])=[N:20][O:21][CH2:22][CH2:23][F:24])[C:10]2=[O:52])=[O:7])([CH3:4])([CH3:3])[CH3:2].[NH2:53][C:54]1[S:58][C:57]([S-:59])=[N:56][N:55]=1.[Na+]. Product: [C:1]([O:5][C:6]([C:8]1[N:9]2[CH:12]([S:13][CH2:14][C:15]=1[S:59][C:57]1[S:58][C:54]([NH2:53])=[N:55][N:56]=1)[C@H:11]([NH:17][C:18](=[O:51])[C:19]([C:25]1[N:26]=[C:27]([NH:31][C:32]([C:45]3[CH:46]=[CH:47][CH:48]=[CH:49][CH:50]=3)([C:39]3[CH:44]=[CH:43][CH:42]=[CH:41][CH:40]=3)[C:33]3[CH:34]=[CH:35][CH:36]=[CH:37][CH:38]=3)[S:28][C:29]=1[Cl:30])=[N:20][O:21][CH2:22][CH2:23][F:24])[C:10]2=[O:52])=[O:7])([CH3:4])([CH3:3])[CH3:2]. The catalyst class is: 3. (4) Reactant: O.NN.[Cl:4][C:5]1[CH:10]=[C:9]([C:11]2[CH2:12][C:13]([C:20]3[CH:25]=[C:24]([Cl:26])[CH:23]=[C:22]([Cl:27])[CH:21]=3)([C:16]([F:19])([F:18])[F:17])[O:14][CH:15]=2)[CH:8]=[CH:7][C:6]=1[CH2:28][N:29]1C(=O)C2C(=CC=CC=2)C1=O. Product: [Cl:4][C:5]1[CH:10]=[C:9]([C:11]2[CH2:12][C:13]([C:20]3[CH:25]=[C:24]([Cl:26])[CH:23]=[C:22]([Cl:27])[CH:21]=3)([C:16]([F:17])([F:18])[F:19])[O:14][CH:15]=2)[CH:8]=[CH:7][C:6]=1[CH2:28][NH2:29]. The catalyst class is: 8. (5) Reactant: [NH2:1][C:2]1[CH:7]=[CH:6][CH:5]=[CH:4][CH:3]=1.C(N(C(C)C)C(C)C)C.[C:17]1(=[CH:21][C:22](Cl)=[O:23])[CH2:20][CH2:19][CH2:18]1. Product: [C:17]1(=[CH:21][C:22]([NH:1][C:2]2[CH:7]=[CH:6][CH:5]=[CH:4][CH:3]=2)=[O:23])[CH2:20][CH2:19][CH2:18]1. The catalyst class is: 4.